Dataset: Forward reaction prediction with 1.9M reactions from USPTO patents (1976-2016). Task: Predict the product of the given reaction. (1) Given the reactants FC(F)(F)C(O)=O.[Cl:8][C:9]1[CH:14]=[CH:13][C:12]([C:15]2[S:16][C:17]([C:21]([NH:23][CH2:24][CH:25]3[O:30][CH2:29][CH2:28][N:27]([C:31]4[CH:43]=[CH:42][CH:41]=[CH:40][C:32]=4[C:33]([O:35]C(C)(C)C)=[O:34])[CH2:26]3)=[O:22])=[C:18]([CH3:20])[N:19]=2)=[CH:11][CH:10]=1, predict the reaction product. The product is: [Cl:8][C:9]1[CH:14]=[CH:13][C:12]([C:15]2[S:16][C:17]([C:21]([NH:23][CH2:24][CH:25]3[O:30][CH2:29][CH2:28][N:27]([C:31]4[CH:43]=[CH:42][CH:41]=[CH:40][C:32]=4[C:33]([OH:35])=[O:34])[CH2:26]3)=[O:22])=[C:18]([CH3:20])[N:19]=2)=[CH:11][CH:10]=1. (2) Given the reactants [Cl:1][C:2]1[CH:3]=[C:4]([OH:8])[CH:5]=[CH:6][CH:7]=1.[CH3:9][O:10][CH2:11]OC.CO, predict the reaction product. The product is: [Cl:1][C:2]1[CH:7]=[CH:6][CH:5]=[C:4]([O:8][CH2:9][O:10][CH3:11])[CH:3]=1. (3) Given the reactants [CH3:1][N:2]([CH3:16])[C@@H:3]1[CH2:8][CH2:7][CH2:6][N:5](C(OC(C)(C)C)=O)[CH2:4]1.C(Cl)[Cl:18], predict the reaction product. The product is: [ClH:18].[ClH:18].[CH3:1][N:2]([CH3:16])[C@@H:3]1[CH2:8][CH2:7][CH2:6][NH:5][CH2:4]1. (4) Given the reactants C1CCC(N=C=NC2CCCCC2)CC1.[NH2:16][CH2:17][C:18]([OH:20])=[O:19].O[C:22]1[C:31]([F:32])=[C:29]([F:30])[C:27]([F:28])=[C:25]([F:26])[C:23]=1[F:24], predict the reaction product. The product is: [NH2:16][CH2:17][C:18]([O:20][C:22]1[C:23]([F:24])=[C:25]([F:26])[C:27]([F:28])=[C:29]([F:30])[C:31]=1[F:32])=[O:19]. (5) Given the reactants C([C:5]1[CH:6]=[C:7]2[C:11](=[CH:12][CH:13]=1)[C:10](=[O:14])[N:9]([C:15]1[CH:20]=[CH:19][CH:18]=[C:17]([C:21]3[CH:26]=[C:25]([NH:27][C:28]4[CH:37]=[C:31]5[CH2:32][N:33]([CH3:36])[CH2:34][CH2:35][N:30]5[N:29]=4)[C:24](=[O:38])[N:23]([CH3:39])[CH:22]=3)[C:16]=1[CH2:40][OH:41])[CH2:8]2)(C)(C)C.C(OCC1C(B2OC(C)(C)C(C)(C)O2)=CC=C[C:48]=1[N:62]1CC2C(=CC=C(N(C)C)C=2)[C:63]1=O)(=O)C, predict the reaction product. The product is: [CH3:48][N:62]([CH3:63])[C:5]1[CH:6]=[C:7]2[C:11](=[CH:12][CH:13]=1)[C:10](=[O:14])[N:9]([C:15]1[CH:20]=[CH:19][CH:18]=[C:17]([C:21]3[CH:26]=[C:25]([NH:27][C:28]4[CH:37]=[C:31]5[CH2:32][N:33]([CH3:36])[CH2:34][CH2:35][N:30]5[N:29]=4)[C:24](=[O:38])[N:23]([CH3:39])[CH:22]=3)[C:16]=1[CH2:40][OH:41])[CH2:8]2. (6) The product is: [N:1]1([C:5]([C:7]2[CH:16]=[CH:15][C:10]([C:11]([OH:13])=[O:12])=[CH:9][CH:8]=2)=[O:6])[CH2:4][CH2:3][CH2:2]1. Given the reactants [N:1]1([C:5]([C:7]2[CH:16]=[CH:15][C:10]([C:11]([O:13]C)=[O:12])=[CH:9][CH:8]=2)=[O:6])[CH2:4][CH2:3][CH2:2]1.[OH-].[Na+].Cl, predict the reaction product. (7) The product is: [OH:8][C:9]1[CH:18]=[C:17]2[C:12]([CH:13]=[C:14]([C:19]([O:21][CH2:22][CH3:23])=[O:20])[CH:15]=[N:16]2)=[N:11][CH:10]=1. Given the reactants C([O:8][C:9]1[CH:18]=[C:17]2[C:12]([CH:13]=[C:14]([C:19]([O:21][CH2:22][CH3:23])=[O:20])[CH:15]=[N:16]2)=[N:11][CH:10]=1)C1C=CC=CC=1.C(OC1C=NC2C(C=1)=NC=C(Br)C=2)C1C=CC=CC=1.CCN(CC)CC, predict the reaction product. (8) Given the reactants [NH2:1][C:2]1[C:11]([N+:12]([O-])=O)=[CH:10][CH:9]=[C:8]2[C:3]=1[C:4](=[O:15])[NH:5][CH:6]=[N:7]2, predict the reaction product. The product is: [NH2:1][C:2]1[C:11]([NH2:12])=[CH:10][CH:9]=[C:8]2[C:3]=1[C:4](=[O:15])[NH:5][CH:6]=[N:7]2. (9) Given the reactants I[C:2]1[CH:3]=[CH:4][C:5]([C:8]([F:11])([F:10])[F:9])=[N:6][CH:7]=1.N1(C2CCCCCCCCCC2)CCCN=CCCCCC1.[CH2:34]([O:41][C:42]1[N:43]=[N:44][C:45]([C:56]#[CH:57])=[CH:46][C:47]=1[O:48][CH2:49][C:50]1[CH:55]=[CH:54][CH:53]=[CH:52][CH:51]=1)[C:35]1[CH:40]=[CH:39][CH:38]=[CH:37][CH:36]=1, predict the reaction product. The product is: [CH2:34]([O:41][C:42]1[N:43]=[N:44][C:45]([C:56]#[C:57][C:2]2[CH:7]=[N:6][C:5]([C:8]([F:11])([F:10])[F:9])=[CH:4][CH:3]=2)=[CH:46][C:47]=1[O:48][CH2:49][C:50]1[CH:55]=[CH:54][CH:53]=[CH:52][CH:51]=1)[C:35]1[CH:36]=[CH:37][CH:38]=[CH:39][CH:40]=1.